From a dataset of Full USPTO retrosynthesis dataset with 1.9M reactions from patents (1976-2016). Predict the reactants needed to synthesize the given product. (1) Given the product [CH:76]1([CH2:75][C@H:62]([C@@H:11]([OH:12])[CH2:10][CH2:9][C:4]2[CH:3]=[C:2]([F:1])[CH:7]=[C:6]([F:8])[CH:5]=2)[C:61]([NH:60][CH:59]2[N:34]=[C:108]([C:107]3[CH:117]=[CH:116][CH:100]=[CH:101][N:103]=3)[C:109]3[CH:110]=[CH:111][CH:112]=[CH:113][C:114]=3[N:54]([CH3:55])[C:53]2=[O:52])=[O:79])[CH2:78][CH2:77]1, predict the reactants needed to synthesize it. The reactants are: [F:1][C:2]1[CH:3]=[C:4]([CH2:9][CH2:10][CH:11]=[O:12])[CH:5]=[C:6]([F:8])[CH:7]=1.FC1C=C(C=C(F)C=1)/C=C/C(O)=O.C1(C[C@@H]2COC(=O)[NH:34]2)C=CC=CC=1.FC1C=C(CCC(O)=O)C=C(F)C=1.[O:52]=[C:53]1[C@@H:59]([NH:60][C:61](=[O:79])[C@H:62]([CH2:75][CH:76]2[CH2:78][CH2:77]2)[C@@H](O)CCC2C=C(F)C=C(F)C=2)CCC[CH2:55][N:54]1CC1C=CC=C(OC2C=CC=CC=2)C=1.C1(C[C@H:100]([C@@H:116](O)[CH2:117]CC2C=CC=CC=2)[C:101]([N:103]2[C@H:107]([CH2:108][C:109]3[CH:114]=[CH:113][CH:112]=[CH:111][CH:110]=3)COC2=O)=O)CCCC1. (2) Given the product [NH2:9][C@H:10]([CH3:23])[CH2:11][C:12]1[CH:13]=[C:14]([CH2:18][C:19]([O:21][CH3:22])=[O:20])[CH:15]=[CH:16][CH:17]=1, predict the reactants needed to synthesize it. The reactants are: C1([C@H]([NH:9][C@H:10]([CH3:23])[CH2:11][C:12]2[CH:13]=[C:14]([CH2:18][C:19]([O:21][CH3:22])=[O:20])[CH:15]=[CH:16][CH:17]=2)C)C=CC=CC=1.C([O-])=O.[NH4+].